Dataset: NCI-60 drug combinations with 297,098 pairs across 59 cell lines. Task: Regression. Given two drug SMILES strings and cell line genomic features, predict the synergy score measuring deviation from expected non-interaction effect. Drug 1: CCC1=C2CN3C(=CC4=C(C3=O)COC(=O)C4(CC)O)C2=NC5=C1C=C(C=C5)O. Cell line: ACHN. Drug 2: CN(C(=O)NC(C=O)C(C(C(CO)O)O)O)N=O. Synergy scores: CSS=35.6, Synergy_ZIP=0.951, Synergy_Bliss=1.88, Synergy_Loewe=-39.3, Synergy_HSA=0.310.